From a dataset of Forward reaction prediction with 1.9M reactions from USPTO patents (1976-2016). Predict the product of the given reaction. (1) Given the reactants I[C:2]1[CH:3]=[C:4]([CH:6]=[CH:7][CH:8]=1)[NH2:5].[CH2:9]([OH:13])[CH2:10][C:11]#[CH:12], predict the reaction product. The product is: [NH2:5][C:4]1[CH:3]=[C:2]([C:12]#[C:11][CH2:10][CH2:9][OH:13])[CH:8]=[CH:7][CH:6]=1. (2) Given the reactants [OH:1][C@H:2]1[CH2:42][N:5]2[C:6](=[O:41])[C@@H:7]([NH:33][C:34](=[O:40])[O:35][C:36]([CH3:39])([CH3:38])[CH3:37])[C@H:8]([CH3:32])[O:9][C@H:10]([CH3:31])[CH2:11][CH2:12][CH:13]=[CH:14][C@@H:15]3[CH2:20][C@@:16]3([C:21](=[O:30])[NH:22][S:23]([C:26]3([CH3:29])[CH2:28][CH2:27]3)(=[O:25])=[O:24])[NH:17][C:18](=[O:19])[C@@H:4]2[CH2:3]1.F[C:44]1[C:53]2[C:48](=[CH:49][C:50]([O:55][CH3:56])=[C:51]([F:54])[CH:52]=2)[CH:47]=[CH:46][N:45]=1.CC(C)([O-])C.[K+], predict the reaction product. The product is: [F:54][C:51]1[CH:52]=[C:53]2[C:48]([CH:47]=[CH:46][N:45]=[C:44]2[O:1][C@H:2]2[CH2:42][N:5]3[C:6](=[O:41])[C@@H:7]([NH:33][C:34](=[O:40])[O:35][C:36]([CH3:39])([CH3:38])[CH3:37])[C@H:8]([CH3:32])[O:9][C@H:10]([CH3:31])[CH2:11][CH2:12][CH:13]=[CH:14][C@@H:15]4[CH2:20][C@@:16]4([C:21](=[O:30])[NH:22][S:23]([C:26]4([CH3:29])[CH2:27][CH2:28]4)(=[O:25])=[O:24])[NH:17][C:18](=[O:19])[C@@H:4]3[CH2:3]2)=[CH:49][C:50]=1[O:55][CH3:56]. (3) Given the reactants [C:1]([C:5]1[CH:6]=[C:7]([CH:11]=[C:12]([C:14]([O:16][CH3:17])=[O:15])[CH:13]=1)[C:8](O)=[O:9])([CH3:4])([CH3:3])[CH3:2].S(Cl)([Cl:20])=O, predict the reaction product. The product is: [C:1]([C:5]1[CH:13]=[C:12]([CH:11]=[C:7]([C:8]([Cl:20])=[O:9])[CH:6]=1)[C:14]([O:16][CH3:17])=[O:15])([CH3:4])([CH3:3])[CH3:2]. (4) Given the reactants O[C:2]1([C:10]2[CH:17]=[CH:16][C:13]([C:14]#[N:15])=[CH:12][CH:11]=2)[C:9]2[N:5]([CH:6]=[N:7][CH:8]=2)[CH2:4][CH2:3]1, predict the reaction product. The product is: [CH:8]1[N:7]=[CH:6][N:5]2[CH2:4][CH:3]=[C:2]([C:10]3[CH:17]=[CH:16][C:13]([C:14]#[N:15])=[CH:12][CH:11]=3)[C:9]=12.